This data is from Reaction yield outcomes from USPTO patents with 853,638 reactions. The task is: Predict the reaction yield, written as a fraction of the theoretical maximum amount of product (1.0 means a 100% yield; for example, 0.34 means a 34% yield). The reactants are [Si:1]([O:8]S(C(F)(F)F)(=O)=O)([C:4]([CH3:7])([CH3:6])[CH3:5])([CH3:3])[CH3:2].O[C@@H:17]1[N:23]([C:24]([O:26][CH2:27][CH:28]=[CH2:29])=[O:25])[C:22]2[CH:30]=[C:31]([O:36][Si:37]([CH:44]([CH3:46])[CH3:45])([CH:41]([CH3:43])[CH3:42])[CH:38]([CH3:40])[CH3:39])[C:32]([O:34][CH3:35])=[CH:33][C:21]=2[C:20](=[O:47])[N:19]2[CH:48]=[C:49]([CH3:51])[CH2:50][C@@H:18]12.N1C(C)=CC=CC=1C. The catalyst is ClCCl. The product is [Si:1]([O:8][C@@H:17]1[N:23]([C:24]([O:26][CH2:27][CH:28]=[CH2:29])=[O:25])[C:22]2[CH:30]=[C:31]([O:36][Si:37]([CH:41]([CH3:42])[CH3:43])([CH:44]([CH3:46])[CH3:45])[CH:38]([CH3:39])[CH3:40])[C:32]([O:34][CH3:35])=[CH:33][C:21]=2[C:20](=[O:47])[N:19]2[CH:48]=[C:49]([CH3:51])[CH2:50][C@@H:18]12)([C:4]([CH3:7])([CH3:6])[CH3:5])([CH3:3])[CH3:2]. The yield is 0.850.